This data is from Peptide-MHC class II binding affinity with 134,281 pairs from IEDB. The task is: Regression. Given a peptide amino acid sequence and an MHC pseudo amino acid sequence, predict their binding affinity value. This is MHC class II binding data. The peptide sequence is RVAYGKCDSAGRSRR. The MHC is DRB3_0101 with pseudo-sequence DRB3_0101. The binding affinity (normalized) is 0.156.